Dataset: Full USPTO retrosynthesis dataset with 1.9M reactions from patents (1976-2016). Task: Predict the reactants needed to synthesize the given product. (1) The reactants are: [CH2:1]([O:3][C:4]([C:6]1[C:11]([C:12]#[N:13])=[CH:10][CH:9]=[C:8]([O:14][C:15]2[CH:20]=[CH:19][C:18](Br)=[C:17]([CH:22]=[O:23])[CH:16]=2)[N:7]=1)=[O:5])[CH3:2].[B:24]1([B:24]2[O:28][C:27]([CH3:30])([CH3:29])[C:26]([CH3:32])([CH3:31])[O:25]2)[O:28][C:27]([CH3:30])([CH3:29])[C:26]([CH3:32])([CH3:31])[O:25]1.C([O-])(=O)C.[K+]. Given the product [CH2:1]([O:3][C:4]([C:6]1[C:11]([C:12]#[N:13])=[CH:10][CH:9]=[C:8]([O:14][C:15]2[CH:20]=[CH:19][C:18]([B:24]3[O:28][C:27]([CH3:30])([CH3:29])[C:26]([CH3:32])([CH3:31])[O:25]3)=[C:17]([CH:22]=[O:23])[CH:16]=2)[N:7]=1)=[O:5])[CH3:2], predict the reactants needed to synthesize it. (2) Given the product [CH3:1][C:2]1([CH2:10][CH2:11][CH3:12])[CH2:7][CH2:6][CH2:5][CH2:4][C:3]1=[O:8], predict the reactants needed to synthesize it. The reactants are: [CH3:1][CH:2]1[CH2:7][CH2:6][CH2:5][CH2:4][C:3]1=[O:8].I[CH2:10][CH2:11][CH3:12].CC1(C)CCCCC1=O. (3) Given the product [Cl:1][C:2]1[N:3]([CH2:10][C@@:11]([OH:26])([CH3:25])[CH2:12][OH:13])[CH:4]=[C:5]([N+:7]([O-:9])=[O:8])[N:6]=1, predict the reactants needed to synthesize it. The reactants are: [Cl:1][C:2]1[N:3]([CH2:10][C@@:11]([OH:26])([CH3:25])[CH2:12][O:13]C(=O)C2C=CC([N+]([O-])=O)=CC=2)[CH:4]=[C:5]([N+:7]([O-:9])=[O:8])[N:6]=1.Cl.S([O-])([O-])(=O)=O.[Mg+2]. (4) Given the product [CH3:1][O:2][C:3]1[CH:33]=[C:32]([O:34][CH3:35])[CH:31]=[CH:30][C:4]=1[CH2:5][N:6]1[C:11](=[O:12])[C:10]([C:13]([OH:15])=[O:14])=[CH:9][C:8]2[CH2:17][CH2:18][CH2:19][CH2:20][C:21]3[CH:26]=[C:25]([N:27]([CH3:29])[CH3:28])[CH:24]=[CH:23][C:22]=3[C:7]1=2, predict the reactants needed to synthesize it. The reactants are: [CH3:1][O:2][C:3]1[CH:33]=[C:32]([O:34][CH3:35])[CH:31]=[CH:30][C:4]=1[CH2:5][N:6]1[C:11](=[O:12])[C:10]([C:13]([O:15]C)=[O:14])=[CH:9][C:8]2[CH2:17][CH2:18][CH2:19][CH2:20][C:21]3[CH:26]=[C:25]([N:27]([CH3:29])[CH3:28])[CH:24]=[CH:23][C:22]=3[C:7]1=2.[Li+].[OH-].Cl. (5) Given the product [CH:35]1([C:41]([NH:1][C:2]2[CH:7]=[C:6]([C:8]([F:10])([F:11])[F:9])[CH:5]=[CH:4][C:3]=2[NH:12][C:13]2[CH:14]=[C:15]([CH:21]=[CH:22][CH:23]=2)[C:16]([O:18][CH2:19][CH3:20])=[O:17])=[O:42])[CH2:40][CH2:39][CH2:38][CH2:37][CH2:36]1, predict the reactants needed to synthesize it. The reactants are: [NH2:1][C:2]1[CH:7]=[C:6]([C:8]([F:11])([F:10])[F:9])[CH:5]=[CH:4][C:3]=1[NH:12][C:13]1[CH:14]=[C:15]([CH:21]=[CH:22][CH:23]=1)[C:16]([O:18][CH2:19][CH3:20])=[O:17].N1C=CC=CC=1.C1COCC1.[CH:35]1([C:41](Cl)=[O:42])[CH2:40][CH2:39][CH2:38][CH2:37][CH2:36]1. (6) Given the product [C:38]([O:42][C:43]([N:45]1[CH2:50][CH2:49][CH:48]([CH2:51][NH:52][C:13](=[O:15])[CH2:12][NH:11][C:9]([O:8][CH2:7][C:4]2[CH:3]=[CH:2][CH:1]=[CH:6][CH:5]=2)=[O:10])[CH2:47][CH2:46]1)=[O:44])([CH3:41])([CH3:40])[CH3:39], predict the reactants needed to synthesize it. The reactants are: [CH:1]1[CH:6]=[CH:5][C:4]([CH2:7][O:8][C:9]([NH:11][CH2:12][C:13]([OH:15])=O)=[O:10])=[CH:3][CH:2]=1.ON1C2C=CC=CC=2N=N1.CCN=C=NCCCN(C)C.Cl.[C:38]([O:42][C:43]([N:45]1[CH2:50][CH2:49][CH:48]([CH2:51][NH2:52])[CH2:47][CH2:46]1)=[O:44])([CH3:41])([CH3:40])[CH3:39]. (7) Given the product [CH3:1][O:2][C:3]1[C:7]([CH2:8][NH2:9])=[C:6]([N:10]2[CH2:14][CH2:13][CH2:12][CH2:11]2)[N:5]([CH3:15])[N:4]=1, predict the reactants needed to synthesize it. The reactants are: [CH3:1][O:2][C:3]1[C:7]([C:8]#[N:9])=[C:6]([N:10]2[CH2:14][CH2:13][CH2:12][CH2:11]2)[N:5]([CH3:15])[N:4]=1.N. (8) Given the product [CH2:32]([N:29]1[CH2:30][CH2:31][N:26]([C:24]2[CH:25]=[C:20]([N:16]3[CH:15]([CH3:34])[CH2:14][C:13]4[C:18](=[CH:19][C:10]([C:3]5[CH:4]=[CH:5][NH:1][N:2]=5)=[CH:11][CH:12]=4)[CH2:17]3)[N:21]=[C:22]([NH2:33])[N:23]=2)[CH2:27][CH2:28]1)[CH3:35], predict the reactants needed to synthesize it. The reactants are: [NH:1]1[CH:5]=[CH:4][C:3](B(O)O)=[N:2]1.Br[C:10]1[CH:19]=[C:18]2[C:13]([CH2:14][CH:15]([CH3:34])[N:16]([C:20]3[CH:25]=[C:24]([N:26]4[CH2:31][CH2:30][N:29]([CH3:32])[CH2:28][CH2:27]4)[N:23]=[C:22]([NH2:33])[N:21]=3)[CH2:17]2)=[CH:12][CH:11]=1.[C:35](=O)([O-])[O-].[Na+].[Na+].N#N. (9) Given the product [ClH:34].[ClH:34].[ClH:34].[C:1]1([CH3:33])[CH:2]=[CH:3][C:4]([C:7]2[NH:11][N:10]=[C:9]([NH:12][CH2:13][C:14]3[CH:18]=[C:17]([NH:19][CH2:20][C:21]4[CH:25]=[C:24]([C:26]5[CH:31]=[CH:30][C:29]([CH3:32])=[CH:28][CH:27]=5)[NH:23][N:22]=4)[NH:16][N:15]=3)[CH:8]=2)=[CH:5][CH:6]=1, predict the reactants needed to synthesize it. The reactants are: [C:1]1([CH3:33])[CH:6]=[CH:5][C:4]([C:7]2[NH:11][N:10]=[C:9]([NH:12][CH2:13][C:14]3[CH:18]=[C:17]([NH:19][CH2:20][C:21]4[CH:25]=[C:24]([C:26]5[CH:31]=[CH:30][C:29]([CH3:32])=[CH:28][CH:27]=5)[NH:23][N:22]=4)[NH:16][N:15]=3)[CH:8]=2)=[CH:3][CH:2]=1.[ClH:34].